This data is from Peptide-MHC class II binding affinity with 134,281 pairs from IEDB. The task is: Regression. Given a peptide amino acid sequence and an MHC pseudo amino acid sequence, predict their binding affinity value. This is MHC class II binding data. (1) The peptide sequence is SEELRSLYNTVATLYCVHQ. The MHC is HLA-DPA10301-DPB10402 with pseudo-sequence HLA-DPA10301-DPB10402. The binding affinity (normalized) is 0.592. (2) The peptide sequence is LKELIKVGLPSFENL. The MHC is DRB5_0101 with pseudo-sequence DRB5_0101. The binding affinity (normalized) is 0.